Regression. Given a peptide amino acid sequence and an MHC pseudo amino acid sequence, predict their binding affinity value. This is MHC class II binding data. From a dataset of Peptide-MHC class II binding affinity with 134,281 pairs from IEDB. (1) The peptide sequence is NLCCSQWGWCGSTDE. The MHC is HLA-DPA10301-DPB10402 with pseudo-sequence HLA-DPA10301-DPB10402. The binding affinity (normalized) is 0.0446. (2) The peptide sequence is MYRELLELVAADVES. The MHC is DRB1_0401 with pseudo-sequence DRB1_0401. The binding affinity (normalized) is 0.0407.